This data is from Full USPTO retrosynthesis dataset with 1.9M reactions from patents (1976-2016). The task is: Predict the reactants needed to synthesize the given product. (1) Given the product [Cl:25][C:26]([Cl:31])([Cl:30])[C:8]([C:9]1[C:10]([F:19])=[C:11]([F:18])[C:12]([F:17])=[C:13]([F:16])[C:14]=1[F:15])([C:7]1[C:2]([F:1])=[C:3]([F:24])[C:4]([F:23])=[C:5]([F:22])[C:6]=1[F:21])[OH:20], predict the reactants needed to synthesize it. The reactants are: [F:1][C:2]1[C:7]([C:8](=[O:20])[C:9]2[C:14]([F:15])=[C:13]([F:16])[C:12]([F:17])=[C:11]([F:18])[C:10]=2[F:19])=[C:6]([F:21])[C:5]([F:22])=[C:4]([F:23])[C:3]=1[F:24].[Cl:25][C:26]([Cl:31])([Cl:30])C(O)=O.FF.C([O-])(=O)C=C. (2) Given the product [C:16]1([N:13]2[CH2:12][CH2:11][N:10]([CH2:9][C:6]3[CH:5]=[CH:4][C:3]([CH2:2][NH:1][C:22](=[O:25])[CH2:23][CH3:24])=[CH:8][CH:7]=3)[CH2:15][CH2:14]2)[CH:21]=[CH:20][CH:19]=[CH:18][CH:17]=1, predict the reactants needed to synthesize it. The reactants are: [NH2:1][CH2:2][C:3]1[CH:8]=[CH:7][C:6]([CH2:9][N:10]2[CH2:15][CH2:14][N:13]([C:16]3[CH:21]=[CH:20][CH:19]=[CH:18][CH:17]=3)[CH2:12][CH2:11]2)=[CH:5][CH:4]=1.[C:22](Cl)(=[O:25])[CH2:23][CH3:24].C(N(CC)CC)C.C(Cl)(Cl)Cl. (3) Given the product [CH:10]1[C:11]2[CH2:12][CH2:13][C:14]3[CH:1]=[CH:2][CH:3]=[C:4]4[CH2:15][C:7]([C:6]=2[C:5]=34)=[CH:8][CH:9]=1, predict the reactants needed to synthesize it. The reactants are: [CH:1]1[C:14]2[C:5]3=[C:6]4[C:11](=[CH:12][CH:13]=2)[CH:10]=[CH:9][CH:8]=[C:7]4[CH2:15][C:4]3=[CH:3][CH:2]=1.[H][H].